Dataset: Full USPTO retrosynthesis dataset with 1.9M reactions from patents (1976-2016). Task: Predict the reactants needed to synthesize the given product. (1) Given the product [CH2:1]([N:8]1[CH2:13][CH2:12][N:11]([S:21]([C:18]2[CH:19]=[N:20][C:15]([Cl:14])=[CH:16][CH:17]=2)(=[O:23])=[O:22])[CH2:10][CH2:9]1)[C:2]1[CH:3]=[CH:4][CH:5]=[CH:6][CH:7]=1, predict the reactants needed to synthesize it. The reactants are: [CH2:1]([N:8]1[CH2:13][CH2:12][NH:11][CH2:10][CH2:9]1)[C:2]1[CH:7]=[CH:6][CH:5]=[CH:4][CH:3]=1.[Cl:14][C:15]1[N:20]=[CH:19][C:18]([S:21](Cl)(=[O:23])=[O:22])=[CH:17][CH:16]=1. (2) The reactants are: [NH2:1][C:2]1[N:7]=[N:6][C:5]([C:8]2[CH2:13][CH2:12][N:11]([C:14]([O:16][C:17]([CH3:20])([CH3:19])[CH3:18])=[O:15])[CH2:10][CH:9]=2)=[CH:4][CH:3]=1. Given the product [NH2:1][C:2]1[N:7]=[N:6][C:5]([CH:8]2[CH2:9][CH2:10][N:11]([C:14]([O:16][C:17]([CH3:20])([CH3:19])[CH3:18])=[O:15])[CH2:12][CH2:13]2)=[CH:4][CH:3]=1, predict the reactants needed to synthesize it. (3) Given the product [OH:12][CH2:11][CH2:13][NH:14][CH2:2][C:3]1[CH:4]=[C:5]([CH:8]=[CH:9][CH:10]=1)[C:6]#[N:7], predict the reactants needed to synthesize it. The reactants are: Br[CH2:2][C:3]1[CH:4]=[C:5]([CH:8]=[CH:9][CH:10]=1)[C:6]#[N:7].[CH2:11]([CH2:13][NH2:14])[OH:12].C(=O)(O)[O-].[Na+]. (4) Given the product [F:12][C:13]1[CH:14]=[C:15]([N:16]2[CH:4]=[CH:5][CH:6]=[C:7]([C:8]([O:10][CH3:11])=[O:9])[C:2]2=[O:3])[CH:17]=[CH:18][C:19]=1[O:20][C:21]1[C:30]2[C:25](=[CH:26][C:27]([O:33][CH2:34][CH2:35][CH2:36][N:37]3[CH2:42][CH2:41][O:40][CH2:39][CH2:38]3)=[C:28]([O:31][CH3:32])[CH:29]=2)[N:24]=[CH:23][CH:22]=1, predict the reactants needed to synthesize it. The reactants are: O=[C:2]1[C:7]([C:8]([O:10][CH3:11])=[O:9])=[CH:6][CH:5]=[CH:4][O:3]1.[F:12][C:13]1[CH:14]=[C:15]([CH:17]=[CH:18][C:19]=1[O:20][C:21]1[C:30]2[C:25](=[CH:26][C:27]([O:33][CH2:34][CH2:35][CH2:36][N:37]3[CH2:42][CH2:41][O:40][CH2:39][CH2:38]3)=[C:28]([O:31][CH3:32])[CH:29]=2)[N:24]=[CH:23][CH:22]=1)[NH2:16]. (5) Given the product [C:8]([O:12][C:13]([NH:26][C@@:27]1([C:47]([OH:49])=[O:48])[C@H:32]([CH2:33][S:34][C:35]2[CH:40]=[CH:39][C:38]([F:41])=[C:37]([F:42])[CH:36]=2)[C@@H:31]([OH:43])[C@@H:30]2[C@H:28]1[C@H:29]2[C:44]([OH:46])=[O:45])=[O:14])([CH3:11])([CH3:10])[CH3:9], predict the reactants needed to synthesize it. The reactants are: C(N(CC)CC)C.[C:8]([O:12][C:13](ON=C(C1C=CC=CC=1)C#N)=[O:14])([CH3:11])([CH3:10])[CH3:9].[NH2:26][C@@:27]1([C:47]([OH:49])=[O:48])[C@H:32]([CH2:33][S:34][C:35]2[CH:40]=[CH:39][C:38]([F:41])=[C:37]([F:42])[CH:36]=2)[C@@H:31]([OH:43])[C@@H:30]2[C@H:28]1[C@H:29]2[C:44]([OH:46])=[O:45]. (6) Given the product [OH:1][B:2]1[C:6]2[CH:7]=[C:8]([O:12][CH:13]3[CH2:18][CH2:17][CH2:16][CH2:15][O:14]3)[CH:9]=[C:10]([O:11][CH:32]([CH3:34])[CH3:33])[C:5]=2[CH:4]([CH2:19][C:20]([O:22][CH2:23][CH3:24])=[O:21])[O:3]1, predict the reactants needed to synthesize it. The reactants are: [OH:1][B:2]1[C:6]2[CH:7]=[C:8]([O:12][CH:13]3[CH2:18][CH2:17][CH2:16][CH2:15][O:14]3)[CH:9]=[C:10]([OH:11])[C:5]=2[CH:4]([CH2:19][C:20]([O:22][CH2:23][CH3:24])=[O:21])[O:3]1.C([O-])([O-])=O.[K+].[K+].Br[CH:32]([CH3:34])[CH3:33]. (7) Given the product [Cl:12][C:4]1[C:5]([O:10][CH3:11])=[CH:6][C:7]([O:8][CH3:9])=[C:2]([Cl:1])[C:3]=1[C:13]1[N:18]=[CH:17][C:16]2[C:19]([C:22]3[CH:23]=[N:24][N:25]([CH2:27][C:28]([N:32]4[CH2:36][CH2:35][CH:34]([C:37]#[N:38])[CH2:33]4)=[O:29])[CH:26]=3)=[N:20][NH:21][C:15]=2[CH:14]=1, predict the reactants needed to synthesize it. The reactants are: [Cl:1][C:2]1[C:7]([O:8][CH3:9])=[CH:6][C:5]([O:10][CH3:11])=[C:4]([Cl:12])[C:3]=1[C:13]1[N:18]=[CH:17][C:16]2[C:19]([C:22]3[CH:23]=[N:24][N:25]([CH2:27][C:28](O)=[O:29])[CH:26]=3)=[N:20][NH:21][C:15]=2[CH:14]=1.Cl.[NH:32]1[CH2:36][CH2:35][CH:34]([C:37]#[N:38])[CH2:33]1. (8) Given the product [Br:1][C:2]1[S:6][C:5]([C:7]([C:9]2[CH:17]=[C:16]3[C:12]([CH:13]=[C:14]([C:18]4[CH:33]=[CH:32][C:21]([C:22]([O:24][CH2:25][C:26]5[CH:31]=[CH:30][CH:29]=[CH:28][CH:27]=5)=[O:23])=[CH:20][CH:19]=4)[N:15]3[CH2:41][CH2:42][CH2:43][CH2:44][N:45]3[C:49](=[O:50])[C:48]4[C:47](=[CH:54][CH:53]=[CH:52][CH:51]=4)[C:46]3=[O:55])=[CH:11][CH:10]=2)=[O:8])=[CH:4][C:3]=1[CH2:34][C:35]([O:37][CH2:38][CH3:39])=[O:36], predict the reactants needed to synthesize it. The reactants are: [Br:1][C:2]1[S:6][C:5]([C:7]([C:9]2[CH:17]=[C:16]3[C:12]([CH:13]=[C:14]([C:18]4[CH:33]=[CH:32][C:21]([C:22]([O:24][CH2:25][C:26]5[CH:31]=[CH:30][CH:29]=[CH:28][CH:27]=5)=[O:23])=[CH:20][CH:19]=4)[NH:15]3)=[CH:11][CH:10]=2)=[O:8])=[CH:4][C:3]=1[CH2:34][C:35]([O:37][CH2:38][CH3:39])=[O:36].Br[CH2:41][CH2:42][CH2:43][CH2:44][N:45]1[C:49](=[O:50])[C:48]2=[CH:51][CH:52]=[CH:53][CH:54]=[C:47]2[C:46]1=[O:55].[F-].[Cs+].